Dataset: Forward reaction prediction with 1.9M reactions from USPTO patents (1976-2016). Task: Predict the product of the given reaction. Given the reactants [NH2:1][C:2]1[CH:7]=[CH:6][C:5]([F:8])=[CH:4][C:3]=1[OH:9].[CH:10](=O)/[CH:11]=[CH:12]/[CH3:13].[NH4+].[OH-], predict the reaction product. The product is: [F:8][C:5]1[CH:6]=[C:7]2[C:2](=[C:3]([OH:9])[CH:4]=1)[N:1]=[C:12]([CH3:13])[CH:11]=[CH:10]2.